Dataset: Peptide-MHC class I binding affinity with 185,985 pairs from IEDB/IMGT. Task: Regression. Given a peptide amino acid sequence and an MHC pseudo amino acid sequence, predict their binding affinity value. This is MHC class I binding data. (1) The peptide sequence is KEKIVALREI. The MHC is Mamu-A11 with pseudo-sequence Mamu-A11. The binding affinity (normalized) is 0.593. (2) The peptide sequence is VVFLHVTYV. The MHC is HLA-A02:01 with pseudo-sequence HLA-A02:01. The binding affinity (normalized) is 0.875.